From a dataset of Peptide-MHC class II binding affinity with 134,281 pairs from IEDB. Regression. Given a peptide amino acid sequence and an MHC pseudo amino acid sequence, predict their binding affinity value. This is MHC class II binding data. (1) The peptide sequence is AVLTGYGLFQKEKMVLNE. The MHC is DRB1_0801 with pseudo-sequence DRB1_0801. The binding affinity (normalized) is 0.128. (2) The peptide sequence is FSQPEQQFPQPQ. The MHC is HLA-DQA10501-DQB10201 with pseudo-sequence HLA-DQA10501-DQB10201. The binding affinity (normalized) is 0. (3) The peptide sequence is LKKEVSETQHGTILV. The MHC is DRB1_0301 with pseudo-sequence DRB1_0301. The binding affinity (normalized) is 0.203.